This data is from Reaction yield outcomes from USPTO patents with 853,638 reactions. The task is: Predict the reaction yield, written as a fraction of the theoretical maximum amount of product (1.0 means a 100% yield; for example, 0.34 means a 34% yield). (1) The reactants are [OH:1][C:2]1[CH:11]=[C:10]2[C:5]([CH:6]=[CH:7][N:8]=[CH:9]2)=[CH:4][CH:3]=1.C1(=O)O[CH2:15][CH2:14][O:13]1.C([O-])([O-])=O.[K+].[K+]. The catalyst is CN(C=O)C. The product is [CH:9]1[C:10]2[C:5](=[CH:4][CH:3]=[C:2]([O:1][CH2:15][CH2:14][OH:13])[CH:11]=2)[CH:6]=[CH:7][N:8]=1. The yield is 0.940. (2) The reactants are [CH3:1][C:2]1[CH:11]=[CH:10][C:9]2[C:4](=[CH:5][C:6]([C:12]#[C:13][Si](C)(C)C)=[CH:7][CH:8]=2)[N:3]=1.C([O-])([O-])=O.[K+].[K+]. The catalyst is CO. The product is [C:12]([C:6]1[CH:5]=[C:4]2[C:9]([CH:10]=[CH:11][C:2]([CH3:1])=[N:3]2)=[CH:8][CH:7]=1)#[CH:13]. The yield is 0.860. (3) The reactants are C([O:3][C:4]([C:6]1[CH:7]=[C:8]([C:13]2[N:18]=[C:17]([CH3:19])[N:16]=[C:15]([NH2:20])[CH:14]=2)[C:9](F)=[N:10][CH:11]=1)=[CH2:5])C.[F:21][C:22]1[CH:23]=[C:24]([NH2:30])[CH:25]=[N:26][C:27]=1[O:28][CH3:29].C[Si]([N-][Si](C)(C)C)(C)C.[Na+]. The catalyst is C1COCC1. The product is [NH2:20][C:15]1[N:16]=[C:17]([CH3:19])[N:18]=[C:13]([C:8]2[CH:7]=[C:6]([C:4](=[O:3])[CH3:5])[CH:11]=[N:10][C:9]=2[NH:30][C:24]2[CH:25]=[N:26][C:27]([O:28][CH3:29])=[C:22]([F:21])[CH:23]=2)[CH:14]=1. The yield is 0.320. (4) The reactants are [NH2:1][C:2]1[CH:3]=[CH:4][C:5]([O:19][CH2:20][CH2:21][CH3:22])=[C:6]([C:8]2[NH:13][C:12](=[O:14])[C:11]([CH2:15][CH3:16])=[C:10]([CH2:17][CH3:18])[N:9]=2)[CH:7]=1.C(O)(=O)C.[O-:27][C:28]#[N:29].[K+]. The catalyst is O. The product is [CH2:17]([C:10]1[N:9]=[C:8]([C:6]2[CH:7]=[C:2]([NH:1][C:28]([NH2:29])=[O:27])[CH:3]=[CH:4][C:5]=2[O:19][CH2:20][CH2:21][CH3:22])[NH:13][C:12](=[O:14])[C:11]=1[CH2:15][CH3:16])[CH3:18]. The yield is 0.910. (5) The reactants are [F:1][C:2]1[CH:7]=[CH:6][C:5]([N:8]2[CH:13]=[CH:12][CH:11]=[C:10]([C:14](O)=[O:15])[C:9]2=[O:17])=[CH:4][CH:3]=1.FC1C=C(NC(C2C(=O)N(C3C=CC(F)=CC=3)C=CC=2)=O)C=CC=1OC1C2=C(C)C(OCCN3CCN(C)CC3)=CN2N=CN=1.C(Cl)(=O)C([Cl:66])=O. The catalyst is CN(C=O)C. The product is [F:1][C:2]1[CH:7]=[CH:6][C:5]([N:8]2[CH:13]=[CH:12][CH:11]=[C:10]([C:14]([Cl:66])=[O:15])[C:9]2=[O:17])=[CH:4][CH:3]=1. The yield is 1.00. (6) The reactants are [C:1]1([C:17]([O:19][CH3:20])=[O:18])[N:2]=[CH:3][N:4]2[CH2:9][CH2:8][N:7]([C:10]([O:12][C:13]([CH3:16])([CH3:15])[CH3:14])=[O:11])[CH2:6][C:5]=12.C1C(=O)N([Br:28])C(=O)C1. The catalyst is C(#N)C. The product is [Br:28][C:3]1[N:4]2[CH2:9][CH2:8][N:7]([C:10]([O:12][C:13]([CH3:14])([CH3:15])[CH3:16])=[O:11])[CH2:6][C:5]2=[C:1]([C:17]([O:19][CH3:20])=[O:18])[N:2]=1. The yield is 0.600. (7) The reactants are O1CCCCC1[N:7]1[C:15]2[C:10](=[CH:11][C:12]([C:16]3[N:20]=[CH:19][N:18](C(C4C=CC=CC=4)(C4C=CC=CC=4)C4C=CC=CC=4)[N:17]=3)=[CH:13][CH:14]=2)[C:9]([C:40]2[CH:45]=[CH:44][C:43]([NH2:46])=[CH:42][CH:41]=2)=[N:8]1.Cl.[C:48](Cl)(=O)[C:49]1[CH:54]=[CH:53][CH:52]=[N:51][CH:50]=1.C(N(CC)CC)C.[O:64]1CCC[CH2:65]1. No catalyst specified. The product is [NH:18]1[CH:19]=[N:20][C:16]([C:12]2[CH:11]=[C:10]3[C:15](=[CH:14][CH:13]=2)[NH:7][N:8]=[C:9]3[C:40]2[CH:45]=[CH:44][C:43]([NH:46][C:65](=[O:64])[CH2:48][C:49]3[CH:50]=[N:51][CH:52]=[CH:53][CH:54]=3)=[CH:42][CH:41]=2)=[N:17]1. The yield is 0.560. (8) The reactants are C([O:4][C@@H:5]1[CH2:9][C@@H:8]([CH2:10][O:11]C(=O)C)[O:7][C@H:6]1[N:15]1[CH:22]=[CH:21][C:19](=[O:20])[NH:18][C:16]1=[O:17])(=O)C. The catalyst is N. The product is [C@@H:6]1([N:15]2[CH:22]=[CH:21][C:19](=[O:20])[NH:18][C:16]2=[O:17])[O:7][C@H:8]([CH2:10][OH:11])[CH2:9][C@H:5]1[OH:4]. The yield is 0.960. (9) The reactants are [CH2:1]([N:3]([CH2:19][CH3:20])[CH2:4][CH2:5][N:6]1[CH2:11][CH2:10][C:9]2[NH:12][C:13]([CH:16]=O)=[C:14]([CH3:15])[C:8]=2[C:7]1=[O:18])[CH3:2].[F:21][C:22]1[CH:23]=[C:24]2[C:28](=[CH:29][C:30]=1[NH:31][C:32](=[O:37])[C:33]([OH:36])([CH3:35])[CH3:34])[NH:27][C:26](=[O:38])[CH2:25]2. No catalyst specified. The product is [CH2:1]([N:3]([CH2:19][CH3:20])[CH2:4][CH2:5][N:6]1[CH2:11][CH2:10][C:9]2[NH:12][C:13]([CH:16]=[C:25]3[C:24]4[C:28](=[CH:29][C:30]([NH:31][C:32](=[O:37])[C:33]([OH:36])([CH3:34])[CH3:35])=[C:22]([F:21])[CH:23]=4)[NH:27][C:26]3=[O:38])=[C:14]([CH3:15])[C:8]=2[C:7]1=[O:18])[CH3:2]. The yield is 0.657.